This data is from Orexin1 receptor HTS with 218,158 compounds and 233 confirmed actives. The task is: Binary Classification. Given a drug SMILES string, predict its activity (active/inactive) in a high-throughput screening assay against a specified biological target. (1) The drug is S(=O)(=O)(N(CC(=O)Nc1c(C(=O)N2CCCC2)cccc1)c1ccc(OC)cc1)C. The result is 0 (inactive). (2) The compound is Fc1ccc(N2CCN(CC2)CCCNC(=O)c2cc(N3CCCC3=O)ccc2)cc1. The result is 0 (inactive). (3) The molecule is Brc1cc(C(=O)NN\C=C2/C=C([N+]([O-])=O)C(=O)C(OC)=C2)cnc1. The result is 0 (inactive). (4) The molecule is s1c2c(CCCCC2)c(c1NC(=O)CCC(O)=O)C(OC(C)C)=O. The result is 0 (inactive). (5) The drug is S(CC(=O)Nc1c2c(ccc1)cccc2)c1ncccn1. The result is 0 (inactive). (6) The compound is O(CC(=O)N(c1c(n(Cc2ccccc2)c(=O)[nH]c1=O)N)CCOC)C(=O)CC(c1ccccc1)C. The result is 0 (inactive). (7) The compound is O1C(CCC1)CN1C(=O)c2c(C1=O)ccc(N)c2. The result is 0 (inactive). (8) The molecule is S(c1cc(CN2CC(N(CC2)Cc2cc(F)c(F)cc2)CCO)ccc1)C. The result is 0 (inactive). (9) The drug is S(=O)(=O)(N1CCCCC1)c1cc2CC(N(c2cc1)C(=O)CC)C. The result is 0 (inactive).